From a dataset of HIV replication inhibition screening data with 41,000+ compounds from the AIDS Antiviral Screen. Binary Classification. Given a drug SMILES string, predict its activity (active/inactive) in a high-throughput screening assay against a specified biological target. The molecule is CC12CCC(=O)CC13CCC2OC(O)C3. The result is 0 (inactive).